From a dataset of Forward reaction prediction with 1.9M reactions from USPTO patents (1976-2016). Predict the product of the given reaction. (1) The product is: [CH2:25]([N:27]1[CH2:32][C@H:31]([CH3:33])[NH:30][CH2:29][C:28]1=[O:34])[CH3:26]. Given the reactants C(P(C1CCCCC1)C1CCCCC1)C.C1(C)C=CC=CC=1.II.[CH2:25]([N:27]1[CH:32]=[C:31]([CH3:33])[N:30]=[CH:29][C:28]1=[O:34])[CH3:26], predict the reaction product. (2) The product is: [C:21]([O:25][C:26]([N:28]1[CH2:33][CH2:32][N:31]([C:18]([C:4]2[C:5]3[C:10]([CH3:11])=[N:9][N:8]([CH:12]4[CH2:17][CH2:16][CH2:15][CH2:14][O:13]4)[C:6]=3[N:7]=[C:2]([Cl:1])[CH:3]=2)=[O:20])[C:30]([CH3:40])([C:34]2[CH:39]=[CH:38][CH:37]=[CH:36][CH:35]=2)[CH2:29]1)=[O:27])([CH3:24])([CH3:22])[CH3:23]. Given the reactants [Cl:1][C:2]1[CH:3]=[C:4]([C:18]([OH:20])=O)[C:5]2[C:10]([CH3:11])=[N:9][N:8]([CH:12]3[CH2:17][CH2:16][CH2:15][CH2:14][O:13]3)[C:6]=2[N:7]=1.[C:21]([O:25][C:26]([N:28]1[CH2:33][CH2:32][NH:31][C:30]([CH3:40])([C:34]2[CH:39]=[CH:38][CH:37]=[CH:36][CH:35]=2)[CH2:29]1)=[O:27])([CH3:24])([CH3:23])[CH3:22].CCN(C(C)C)C(C)C.O, predict the reaction product. (3) Given the reactants [CH3:1][O:2][C:3]([C:5]1[CH:6]=[C:7]([CH:11]=[CH:12][CH:13]=1)[C:8]([OH:10])=O)=[O:4].ON1C2C=CC=CC=2N=N1.Cl.C(N=C=NCCCN(C)C)C.[CH3:36][CH:37]([CH3:46])[C:38]([N:40]1[CH2:45][CH2:44][NH:43][CH2:42][CH2:41]1)=[O:39], predict the reaction product. The product is: [C:38]([N:40]1[CH2:45][CH2:44][N:43]([C:8]([C:7]2[CH:6]=[C:5]([CH:13]=[CH:12][CH:11]=2)[C:3]([O:2][CH3:1])=[O:4])=[O:10])[CH2:42][CH2:41]1)(=[O:39])[CH:37]([CH3:46])[CH3:36]. (4) Given the reactants [C:1]1(/[CH:7]=[CH:8]/[C:9]([O:11][CH2:12][CH2:13][O:14][C:15]([NH:17][C:18]2([C:21]([OH:23])=[O:22])[CH2:20][CH2:19]2)=[O:16])=[O:10])[CH:6]=[CH:5][CH:4]=[CH:3][CH:2]=1.C(OC(=O)C)C, predict the reaction product. The product is: [C:1]1([CH2:7][CH2:8][C:9]([O:11][CH2:12][CH2:13][O:14][C:15]([NH:17][C:18]2([C:21]([OH:23])=[O:22])[CH2:19][CH2:20]2)=[O:16])=[O:10])[CH:6]=[CH:5][CH:4]=[CH:3][CH:2]=1. (5) Given the reactants CC[C@@H]1[C@@H]2C[C@H]([C@@H](OC3C4C(=CC=CC=4)C(O[C@@H](C4C=CN=C5C=4C=C(OC)C=C5)[C@@H]4N5C[C@H](CC)[C@@H](CC5)C4)=NN=3)C3C=CN=C4C=3C=C([O:22]C)C=C4)N(CC2)C1.C=C1C2[C:64](=[C:65]([O:71][CH:72]([F:74])[F:73])[CH:66]=[C:67]([Cl:70])[CH:68]=2)[O:63][CH2:62]C1.S([O-])([O-])=O.[Na+].[Na+].[C:81]([OH:85])([CH3:84])([CH3:83])[CH3:82], predict the reaction product. The product is: [OH:85][C@@:81]1([CH2:84][OH:22])[C:83]2[C:64](=[C:65]([O:71][CH:72]([F:74])[F:73])[CH:66]=[C:67]([Cl:70])[CH:68]=2)[O:63][CH2:62][CH2:82]1. (6) Given the reactants Br[C:2]1[CH:3]=[C:4]2[C:11]3([O:15][N:14]([CH3:16])[C:13]([NH2:17])=[N:12]3)[CH2:10][CH:9]([C:18]3[CH:23]=[CH:22][N:21]=[CH:20][CH:19]=3)[O:8][C:5]2=[CH:6][CH:7]=1.[C:24]([C:26]1[CH:27]=[C:28](B(O)O)[CH:29]=[CH:30][CH:31]=1)#[N:25], predict the reaction product. The product is: [NH2:17][C:13]1[N:14]([CH3:16])[O:15][C:11]2([C:4]3[C:5](=[CH:6][CH:7]=[C:2]([C:30]4[CH:31]=[C:26]([CH:27]=[CH:28][CH:29]=4)[C:24]#[N:25])[CH:3]=3)[O:8][CH:9]([C:18]3[CH:23]=[CH:22][N:21]=[CH:20][CH:19]=3)[CH2:10]2)[N:12]=1. (7) Given the reactants [F:1][C:2]1[C:3]([C:10]([F:13])([F:12])[F:11])=[C:4]([CH:6]=[C:7]([F:9])[CH:8]=1)N.[BrH:14].N([O-])=O.[Na+], predict the reaction product. The product is: [Br:14][C:4]1[CH:6]=[C:7]([F:9])[CH:8]=[C:2]([F:1])[C:3]=1[C:10]([F:13])([F:12])[F:11]. (8) Given the reactants Cl.Cl.[CH2:3]([CH:5]1[C:10]2=[N:11][CH:12]=[CH:13][N:14]=[C:9]2[CH2:8][CH2:7][NH:6]1)[CH3:4].C(N(CC)C(C)C)(C)C.[C:24]([O:28][C:29]([NH:31][C@H:32]([CH2:37][C:38]1[CH:43]=[C:42]([F:44])[C:41]([F:45])=[CH:40][C:39]=1[F:46])[CH2:33][C:34](O)=[O:35])=[O:30])([CH3:27])([CH3:26])[CH3:25].ON1C2C=CC=CC=2N=N1.Cl.CN(C)CCCN=C=NCC, predict the reaction product. The product is: [C:24]([O:28][C:29]([NH:31][C@H:32]([CH2:37][C:38]1[CH:43]=[C:42]([F:44])[C:41]([F:45])=[CH:40][C:39]=1[F:46])[CH2:33][C:34]([N:6]1[CH2:7][CH2:8][C:9]2[C:10](=[N:11][CH:12]=[CH:13][N:14]=2)[CH:5]1[CH2:3][CH3:4])=[O:35])=[O:30])([CH3:27])([CH3:25])[CH3:26].